From a dataset of Forward reaction prediction with 1.9M reactions from USPTO patents (1976-2016). Predict the product of the given reaction. (1) Given the reactants [O:1]=[C:2]1[NH:6][C:5](=[O:7])/[C:4](=[CH:8]/[C:9]2[CH:10]=[C:11]([CH:32]=[CH:33][CH:34]=2)[O:12][C:13]2[N:18]=[CH:17][N:16]=[C:15]([O:19][CH:20]3[CH2:25][CH2:24][N:23]([C:26]([O:28][CH2:29][CH3:30])=[O:27])[CH2:22][CH2:21]3)[C:14]=2[CH3:31])/[S:3]1.[C:35]([O-])([O-])=O.[K+].[K+].CI, predict the reaction product. The product is: [CH2:29]([O:28][C:26]([N:23]1[CH2:24][CH2:25][CH:20]([O:19][C:15]2[C:14]([CH3:31])=[C:13]([O:12][C:11]3[CH:32]=[CH:33][CH:34]=[C:9](/[CH:8]=[C:4]4/[C:5](=[O:7])[N:6]([CH3:35])[C:2](=[O:1])[S:3]/4)[CH:10]=3)[N:18]=[CH:17][N:16]=2)[CH2:21][CH2:22]1)=[O:27])[CH3:30]. (2) The product is: [CH3:25][O:24][C:7]1[CH:6]=[CH:5][C:4]2[N:3]=[C:2]([NH:26][C:27]3[CH:28]=[CH:29][C:30]4[NH:35][C:34](=[O:36])[CH2:33][O:32][C:31]=4[CH:37]=3)[C:11]3[NH:12][N:13]=[CH:14][C:10]=3[C:9]=2[CH:8]=1. Given the reactants Cl[C:2]1[C:11]2=[N:12][N:13](CC3C=CC(OC)=CC=3)[CH:14]=[C:10]2[C:9]2[CH:8]=[C:7]([O:24][CH3:25])[CH:6]=[CH:5][C:4]=2[N:3]=1.[NH2:26][C:27]1[CH:28]=[CH:29][C:30]2[NH:35][C:34](=[O:36])[CH2:33][O:32][C:31]=2[CH:37]=1.Cl, predict the reaction product.